This data is from Forward reaction prediction with 1.9M reactions from USPTO patents (1976-2016). The task is: Predict the product of the given reaction. (1) Given the reactants [Cl:1][C:2]1[S:3][C:4]([Cl:25])=[C:5]([CH:10]([C:18]2[CH:23]=[CH:22][CH:21]=[C:20]([Cl:24])[CH:19]=2)[O:11][CH:12]2[CH2:17][CH2:16][CH2:15][CH2:14][O:13]2)[C:6]=1[C:7](O)=[O:8].[Cl-].[CH3:27][O:28][C:29]([C:31]1[CH:36]=[CH:35][C:34]([C@@H:37]([NH3+:39])[CH3:38])=[CH:33][CH:32]=1)=[O:30], predict the reaction product. The product is: [Cl:1][C:2]1[S:3][C:4]([Cl:25])=[C:5]([CH:10]([C:18]2[CH:23]=[CH:22][CH:21]=[C:20]([Cl:24])[CH:19]=2)[O:11][CH:12]2[CH2:17][CH2:16][CH2:15][CH2:14][O:13]2)[C:6]=1[C:7]([NH:39][C@H:37]([C:34]1[CH:35]=[CH:36][C:31]([C:29]([O:28][CH3:27])=[O:30])=[CH:32][CH:33]=1)[CH3:38])=[O:8]. (2) Given the reactants C(O)(C(F)(F)F)=O.[CH3:8][O:9][C:10](=[O:61])[C:11]1[CH:16]=[CH:15][C:14]([CH2:17][NH:18][C:19]([C:21]2[C:31]3[O:30][CH2:29][C@H:28]([NH:32][C:33](=[O:45])[C@@H:34]([N:36](C(OC(C)(C)C)=O)[CH3:37])[CH3:35])[C:27](=[O:46])[N:26]([CH2:47][C:48]4[C:57]5[C:52](=[CH:53][C:54]([Br:58])=[CH:55][CH:56]=5)[CH:51]=[CH:50][C:49]=4[O:59][CH3:60])[C:25]=3[CH:24]=[CH:23][CH:22]=2)=[O:20])=[CH:13][CH:12]=1, predict the reaction product. The product is: [CH3:8][O:9][C:10](=[O:61])[C:11]1[CH:12]=[CH:13][C:14]([CH2:17][NH:18][C:19]([C:21]2[C:31]3[O:30][CH2:29][C@H:28]([NH:32][C:33](=[O:45])[C@@H:34]([NH:36][CH3:37])[CH3:35])[C:27](=[O:46])[N:26]([CH2:47][C:48]4[C:57]5[C:52](=[CH:53][C:54]([Br:58])=[CH:55][CH:56]=5)[CH:51]=[CH:50][C:49]=4[O:59][CH3:60])[C:25]=3[CH:24]=[CH:23][CH:22]=2)=[O:20])=[CH:15][CH:16]=1. (3) Given the reactants [F:1][C:2]1[CH:7]=[CH:6][CH:5]=[C:4]([N+:8]([O-])=O)[C:3]=1[C:11]1[CH:16]=[CH:15][CH:14]=[CH:13][C:12]=1[F:17].C1(P(C2C=CC=CC=2)C2C=CC=CC=2)C=CC=CC=1, predict the reaction product. The product is: [F:1][C:2]1[C:3]2[C:11]3[C:16](=[CH:15][CH:14]=[CH:13][C:12]=3[F:17])[NH:8][C:4]=2[CH:5]=[CH:6][CH:7]=1. (4) The product is: [CH3:1][N:2]1[C:7](=[O:8])[C:6]2[CH:9]=[N:10][C:11]([NH:47][C:46]3[CH:45]=[CH:44][C:43]([N:40]4[CH2:39][CH2:38][N:37]([CH3:36])[CH2:42][CH2:41]4)=[CH:49][CH:48]=3)=[N:12][C:5]=2[C:4]([CH3:15])=[N:3]1. Given the reactants [CH3:1][N:2]1[C:7](=[O:8])[C:6]2[CH:9]=[N:10][C:11](SC)=[N:12][C:5]=2[C:4]([CH3:15])=[N:3]1.ClC1C=C(C=CC=1)C(OO)=O.CCN(C(C)C)C(C)C.[CH3:36][N:37]1[CH2:42][CH2:41][N:40]([C:43]2[CH:49]=[CH:48][C:46]([NH2:47])=[CH:45][CH:44]=2)[CH2:39][CH2:38]1, predict the reaction product. (5) The product is: [N+:8]([C:3]1[CH:4]=[CH:5][CH:6]=[CH:7][C:2]=1[NH:21][C:20]1[CH:22]=[CH:23][CH:24]=[C:18]([O:11][C:12]2[CH:13]=[CH:14][CH:15]=[CH:16][CH:17]=2)[CH:19]=1)([O-:10])=[O:9]. Given the reactants F[C:2]1[CH:7]=[CH:6][CH:5]=[CH:4][C:3]=1[N+:8]([O-:10])=[O:9].[O:11]([C:18]1[CH:19]=[C:20]([CH:22]=[CH:23][CH:24]=1)[NH2:21])[C:12]1[CH:17]=[CH:16][CH:15]=[CH:14][CH:13]=1.C([O-])(C)(C)C.[K+], predict the reaction product. (6) Given the reactants [Br:1][C:2]1[CH:7]=[CH:6][C:5]([C@@H:8]([N:10]2[CH2:15][CH2:14][C@:13]([CH2:22][C:23]([CH3:25])=[CH2:24])([C:16]3[CH:21]=[CH:20][CH:19]=[CH:18][CH:17]=3)[NH:12][C:11]2=[O:26])[CH3:9])=[CH:4][CH:3]=1.C1C=C(Cl)C=C(C(OO)=[O:35])C=1, predict the reaction product. The product is: [Br:1][C:2]1[CH:3]=[CH:4][C:5]([C@@H:8]([N:10]2[CH2:15][CH2:14][C@:13]([CH2:22][C:23]3([CH3:25])[CH2:24][O:35]3)([C:16]3[CH:17]=[CH:18][CH:19]=[CH:20][CH:21]=3)[NH:12][C:11]2=[O:26])[CH3:9])=[CH:6][CH:7]=1. (7) Given the reactants Cl[C:2]1[CH:7]=[C:6]([N:8]2[CH2:13][CH2:12][O:11][CH2:10][CH2:9]2)[N:5]=[C:4]([N:14]2[C:18]3[CH:19]=[CH:20][CH:21]=[CH:22][C:17]=3[N:16]=[C:15]2[CH:23]([F:25])[F:24])[N:3]=1.[CH3:26][O:27][CH2:28][C:29]#[CH:30].C(=O)([O-])[O-].[K+].[K+].[Cl-].[NH4+], predict the reaction product. The product is: [F:24][CH:23]([F:25])[C:15]1[N:14]([C:4]2[N:3]=[C:2]([C:30]#[C:29][CH2:28][O:27][CH3:26])[CH:7]=[C:6]([N:8]3[CH2:13][CH2:12][O:11][CH2:10][CH2:9]3)[N:5]=2)[C:18]2[CH:19]=[CH:20][CH:21]=[CH:22][C:17]=2[N:16]=1.